This data is from HIV replication inhibition screening data with 41,000+ compounds from the AIDS Antiviral Screen. The task is: Binary Classification. Given a drug SMILES string, predict its activity (active/inactive) in a high-throughput screening assay against a specified biological target. The drug is N#CC(=CN1CCNC1=S)C(N)=O. The result is 0 (inactive).